Dataset: Forward reaction prediction with 1.9M reactions from USPTO patents (1976-2016). Task: Predict the product of the given reaction. (1) Given the reactants [CH3:1][C:2]1[CH:7]=[C:6]([C:8]2[NH:17][C:16](=[O:18])[C:15]3[C:10](=[CH:11][C:12](F)=[CH:13][C:14]=3[O:19][CH2:20][CH2:21][N:22]3[CH2:26][CH2:25][CH2:24][CH2:23]3)[N:9]=2)[CH:5]=[C:4]([CH3:28])[N:3]=1.[CH3:29][O-:30].[Na+].CO.O, predict the reaction product. The product is: [CH3:1][C:2]1[CH:7]=[C:6]([C:8]2[NH:17][C:16](=[O:18])[C:15]3[C:10](=[CH:11][C:12]([O:30][CH3:29])=[CH:13][C:14]=3[O:19][CH2:20][CH2:21][N:22]3[CH2:26][CH2:25][CH2:24][CH2:23]3)[N:9]=2)[CH:5]=[C:4]([CH3:28])[N:3]=1. (2) The product is: [CH2:1]([O:8][C:9]1[C:14]([N:15]([CH3:17])[CH3:16])=[CH:13][CH:12]=[CH:11][C:10]=1[CH:18]=[O:19])[C:2]1[CH:3]=[CH:4][CH:5]=[CH:6][CH:7]=1. Given the reactants [CH2:1]([O:8][C:9]1[C:14]([N:15]([CH3:17])[CH3:16])=[CH:13][CH:12]=[CH:11][C:10]=1[CH2:18][OH:19])[C:2]1[CH:7]=[CH:6][CH:5]=[CH:4][CH:3]=1.CS(C)=O.I(C1C=CC=CC=1C(O)=O)(=O)=O, predict the reaction product. (3) The product is: [Br:1][C:2]1[CH:3]=[C:4]2[C:9](=[CH:10][CH:11]=1)[N:8]=[C:7]([C:12]1[CH:17]=[CH:16][CH:15]=[CH:14][C:13]=1[OH:18])[N:6]=[C:5]2[Cl:20]. Given the reactants [Br:1][C:2]1[CH:3]=[C:4]2[C:9](=[CH:10][CH:11]=1)[N:8]=[C:7]([C:12]1[CH:17]=[CH:16][CH:15]=[CH:14][C:13]=1[O:18]C)[N:6]=[C:5]2[Cl:20].B(Br)(Br)Br, predict the reaction product. (4) Given the reactants Cl.[C@H:2]12[CH2:8][C@H:5]([NH:6][CH2:7]1)[CH2:4][O:3]2.C1(C)C=CC=CC=1.C[Al](C)C.[Cl:20][C:21]1[C:22]2[N:23]([C:31]([C:34](OCC)=[O:35])=[N:32][N:33]=2)[CH:24]=[C:25]([C:27]([F:30])([F:29])[F:28])[CH:26]=1.Cl, predict the reaction product. The product is: [C@H:2]12[CH2:8][C@H:5]([N:6]([C:34]([C:31]3[N:23]4[CH:24]=[C:25]([C:27]([F:29])([F:28])[F:30])[CH:26]=[C:21]([Cl:20])[C:22]4=[N:33][N:32]=3)=[O:35])[CH2:7]1)[CH2:4][O:3]2.